From a dataset of Forward reaction prediction with 1.9M reactions from USPTO patents (1976-2016). Predict the product of the given reaction. (1) Given the reactants C([N:3](CC)CC)C.CS(Cl)(=O)=O.[CH3:13][N:14]([CH3:33])[CH:15]1[CH2:20][CH2:19][N:18]([C:21](=[O:32])[CH2:22][CH2:23][C:24]2[N:25]([CH2:29][CH2:30]O)[CH:26]=[CH:27][N:28]=2)[CH2:17][CH2:16]1.C(=O)([O-])[O-].[K+].[K+].[K].C1(=O)NC(=O)C2=CC=CC=C12.O.NN, predict the reaction product. The product is: [NH2:3][CH2:30][CH2:29][N:25]1[CH:26]=[CH:27][N:28]=[C:24]1[CH2:23][CH2:22][C:21]([N:18]1[CH2:19][CH2:20][CH:15]([N:14]([CH3:33])[CH3:13])[CH2:16][CH2:17]1)=[O:32]. (2) Given the reactants [N+:1]([C:4]1[CH:9]=[CH:8][CH:7]=[CH:6][C:5]=1[S:10](Cl)(=[O:12])=[O:11])([O-:3])=[O:2].[CH3:14][NH2:15].O1CCCC1, predict the reaction product. The product is: [CH3:14][NH:15][S:10]([C:5]1[CH:6]=[CH:7][CH:8]=[CH:9][C:4]=1[N+:1]([O-:3])=[O:2])(=[O:12])=[O:11]. (3) Given the reactants [NH2:1][C:2]1[CH:3]=[C:4]([CH:21]=[CH:22][C:23]=1[Br:24])[O:5][C:6]1[CH:7]=[CH:8][C:9]2[N:10]([CH:12]=[C:13]([NH:15][C:16]([CH:18]3[CH2:20][CH2:19]3)=[O:17])[N:14]=2)[N:11]=1.[CH3:25][N:26]1[C:30]([C:31](Cl)=[O:32])=[CH:29][C:28]([CH3:34])=[N:27]1.C(=O)([O-])O.[Na+], predict the reaction product. The product is: [Br:24][C:23]1[CH:22]=[CH:21][C:4]([O:5][C:6]2[CH:7]=[CH:8][C:9]3[N:10]([CH:12]=[C:13]([NH:15][C:16]([CH:18]4[CH2:20][CH2:19]4)=[O:17])[N:14]=3)[N:11]=2)=[CH:3][C:2]=1[NH:1][C:31]([C:30]1[N:26]([CH3:25])[N:27]=[C:28]([CH3:34])[CH:29]=1)=[O:32].